This data is from NCI-60 drug combinations with 297,098 pairs across 59 cell lines. The task is: Regression. Given two drug SMILES strings and cell line genomic features, predict the synergy score measuring deviation from expected non-interaction effect. (1) Drug 1: CC1OCC2C(O1)C(C(C(O2)OC3C4COC(=O)C4C(C5=CC6=C(C=C35)OCO6)C7=CC(=C(C(=C7)OC)O)OC)O)O. Drug 2: C(CN)CNCCSP(=O)(O)O. Cell line: HOP-62. Synergy scores: CSS=26.5, Synergy_ZIP=0.00577, Synergy_Bliss=0.726, Synergy_Loewe=-29.9, Synergy_HSA=0.286. (2) Drug 1: COC1=CC(=CC(=C1O)OC)C2C3C(COC3=O)C(C4=CC5=C(C=C24)OCO5)OC6C(C(C7C(O6)COC(O7)C8=CC=CS8)O)O. Drug 2: C#CCC(CC1=CN=C2C(=N1)C(=NC(=N2)N)N)C3=CC=C(C=C3)C(=O)NC(CCC(=O)O)C(=O)O. Cell line: SNB-19. Synergy scores: CSS=44.8, Synergy_ZIP=0.481, Synergy_Bliss=2.58, Synergy_Loewe=2.48, Synergy_HSA=2.51. (3) Drug 1: CCCS(=O)(=O)NC1=C(C(=C(C=C1)F)C(=O)C2=CNC3=C2C=C(C=N3)C4=CC=C(C=C4)Cl)F. Drug 2: C1=NC2=C(N1)C(=S)N=CN2. Cell line: KM12. Synergy scores: CSS=6.10, Synergy_ZIP=-7.66, Synergy_Bliss=-16.4, Synergy_Loewe=-43.0, Synergy_HSA=-19.1. (4) Drug 1: CN1CCC(CC1)COC2=C(C=C3C(=C2)N=CN=C3NC4=C(C=C(C=C4)Br)F)OC. Drug 2: C1=NC2=C(N=C(N=C2N1C3C(C(C(O3)CO)O)O)F)N. Cell line: SF-268. Synergy scores: CSS=-6.65, Synergy_ZIP=2.79, Synergy_Bliss=-2.56, Synergy_Loewe=-5.82, Synergy_HSA=-5.82. (5) Drug 1: CCCCCOC(=O)NC1=NC(=O)N(C=C1F)C2C(C(C(O2)C)O)O. Drug 2: C1C(C(OC1N2C=NC3=C2NC=NCC3O)CO)O. Cell line: SK-OV-3. Synergy scores: CSS=-3.05, Synergy_ZIP=1.82, Synergy_Bliss=2.67, Synergy_Loewe=-0.457, Synergy_HSA=-0.377. (6) Drug 2: CCN(CC)CCCC(C)NC1=C2C=C(C=CC2=NC3=C1C=CC(=C3)Cl)OC. Drug 1: CC1=C(C=C(C=C1)NC2=NC=CC(=N2)N(C)C3=CC4=NN(C(=C4C=C3)C)C)S(=O)(=O)N.Cl. Synergy scores: CSS=3.47, Synergy_ZIP=-6.06, Synergy_Bliss=-4.66, Synergy_Loewe=-25.8, Synergy_HSA=-7.62. Cell line: A498.